Dataset: Reaction yield outcomes from USPTO patents with 853,638 reactions. Task: Predict the reaction yield, written as a fraction of the theoretical maximum amount of product (1.0 means a 100% yield; for example, 0.34 means a 34% yield). (1) The catalyst is CN(C1C=CN=CC=1)C. The product is [F:12][C:13]1[C:14]([CH3:23])=[C:15]([S:19]([NH:1][C:2]2[CH:3]=[CH:4][CH:5]=[C:6]3[C:11]=2[N:10]=[CH:9][CH:8]=[CH:7]3)(=[O:21])=[O:20])[CH:16]=[CH:17][CH:18]=1. The yield is 0.570. The reactants are [NH2:1][C:2]1[CH:3]=[CH:4][CH:5]=[C:6]2[C:11]=1[N:10]=[CH:9][CH:8]=[CH:7]2.[F:12][C:13]1[C:14]([CH3:23])=[C:15]([S:19](Cl)(=[O:21])=[O:20])[CH:16]=[CH:17][CH:18]=1. (2) The reactants are Cl[N:2]1[CH:11]=[C:10]([Cl:12])[C:9]2[C:4](=[CH:5][C:6]([O:13][CH3:14])=[CH:7][CH:8]=2)[CH2:3]1.[F:15][C:16]1[CH:17]=[C:18](B(O)O)[CH:19]=[CH:20][C:21]=1[O:22][CH:23]([CH3:25])[CH3:24].C([O-])([O-])=O.[K+].[K+]. The catalyst is O1CCOCC1.O. The product is [Cl:12][C:10]1[C:9]2[C:4](=[CH:5][C:6]([O:13][CH3:14])=[CH:7][CH:8]=2)[CH2:3][N:2]([C:18]2[CH:19]=[CH:20][C:21]([O:22][CH:23]([CH3:24])[CH3:25])=[C:16]([F:15])[CH:17]=2)[CH:11]=1. The yield is 0.540.